From a dataset of Forward reaction prediction with 1.9M reactions from USPTO patents (1976-2016). Predict the product of the given reaction. (1) Given the reactants [H-].[Na+].[CH:3]([OH:6])([CH3:5])[CH3:4].[Cl:7][C:8]1[CH:13]=[C:12](Cl)[N:11]=[CH:10][N:9]=1.[Cl-].[NH4+], predict the reaction product. The product is: [Cl:7][C:8]1[CH:13]=[C:12]([O:6][CH:3]([CH3:5])[CH3:4])[N:11]=[CH:10][N:9]=1. (2) Given the reactants [H-].[Al+3].[Li+].[H-].[H-].[H-].[O:7]1[C:11]2[CH:12]=[C:13]([C:16](OC)=[O:17])[CH:14]=[CH:15][C:10]=2[CH2:9][CH2:8]1.[OH-].[Na+], predict the reaction product. The product is: [O:7]1[C:11]2[CH:12]=[C:13]([CH2:16][OH:17])[CH:14]=[CH:15][C:10]=2[CH2:9][CH2:8]1. (3) Given the reactants [H-].[Na+].[OH:3][CH2:4][CH:5]1[CH2:10][CH2:9][N:8]([C:11]([O:13][C:14]([CH3:17])([CH3:16])[CH3:15])=[O:12])[CH2:7][CH2:6]1.Cl[C:19]1[C:24]([NH2:25])=[CH:23][N:22]=[CH:21][N:20]=1, predict the reaction product. The product is: [NH2:25][C:24]1[C:19]([O:3][CH2:4][CH:5]2[CH2:10][CH2:9][N:8]([C:11]([O:13][C:14]([CH3:17])([CH3:16])[CH3:15])=[O:12])[CH2:7][CH2:6]2)=[N:20][CH:21]=[N:22][CH:23]=1. (4) Given the reactants [CH:1]1[CH:2]=[CH:3][C:4]2[NH:11][C:9](=[O:10])[CH:8]=[C:7]([CH2:12][CH:13]([NH:17][C:18]([C:20]3[CH:21]=[CH:22][C:23]([Cl:26])=[CH:24][CH:25]=3)=[O:19])[C:14]([OH:16])=[O:15])[C:5]=2[CH:6]=1.Cl[CH2:28][C:29]1[O:30][C:31](=[O:35])[O:32][C:33]=1[CH3:34], predict the reaction product. The product is: [Cl:26][C:23]1[CH:24]=[CH:25][C:20]([C:18]([NH:17][CH:13]([CH2:12][C:7]2[C:5]3[C:4](=[CH:3][CH:2]=[CH:1][CH:6]=3)[NH:11][C:9](=[O:10])[CH:8]=2)[C:14]([O:16][CH2:28][C:29]2[O:30][C:31](=[O:35])[O:32][C:33]=2[CH3:34])=[O:15])=[O:19])=[CH:21][CH:22]=1. (5) The product is: [Cl:14][C:7]1[CH:8]=[C:9]2[C:4](=[CH:5][C:6]=1[O:15][CH2:16][C:17]1[CH:22]=[CH:21][CH:20]=[CH:19][N:18]=1)[NH:3][C:2](=[O:23])[C:11]([CH:12]=[O:13])=[CH:10]2. Given the reactants Cl[C:2]1[C:11]([CH:12]=[O:13])=[CH:10][C:9]2[C:4](=[CH:5][C:6]([O:15][CH2:16][C:17]3[CH:22]=[CH:21][CH:20]=[CH:19][N:18]=3)=[C:7]([Cl:14])[CH:8]=2)[N:3]=1.[OH2:23], predict the reaction product. (6) Given the reactants [Si]([O:8][C@H:9]([CH3:36])[CH2:10][N:11]([C:22]1[CH:27]=[CH:26][C:25]([C:28]2[C:33]([F:34])=[CH:32][CH:31]=[CH:30][C:29]=2[F:35])=[CH:24][CH:23]=1)[C:12]([C:14]1[C:15]([Cl:21])=[N:16][CH:17]=[N:18][C:19]=1[Cl:20])=[O:13])(C(C)(C)C)(C)C, predict the reaction product. The product is: [Cl:20][C:19]1[C:14]([C:12]([N:11]([C:22]2[CH:23]=[CH:24][C:25]([C:28]3[C:33]([F:34])=[CH:32][CH:31]=[CH:30][C:29]=3[F:35])=[CH:26][CH:27]=2)[CH2:10][C@H:9]([OH:8])[CH3:36])=[O:13])=[C:15]([Cl:21])[N:16]=[CH:17][N:18]=1. (7) The product is: [CH3:1][N:2]([CH3:35])[CH2:3][CH2:4][NH:5][C:6]1[N:11]=[C:10]([C:12]2[CH:17]=[CH:16][CH:15]=[CH:14][CH:13]=2)[N:9]=[C:8]([C:18]([NH:20][C:21]2[CH:26]=[CH:25][CH:24]=[CH:23][C:22]=2[C:27]2[S:28][C:29]([CH2:32][CH:33]([CH3:37])[CH3:34])=[N:30][N:31]=2)=[O:19])[CH:7]=1. Given the reactants [CH3:1][N:2]([CH3:35])[CH2:3][CH2:4][NH:5][C:6]1[N:11]=[C:10]([C:12]2[CH:17]=[CH:16][CH:15]=[CH:14][CH:13]=2)[N:9]=[C:8]([C:18]([NH:20][C:21]2[CH:26]=[CH:25][CH:24]=[CH:23][C:22]=2[C:27]2[S:28][C:29]([CH2:32][CH2:33][CH3:34])=[N:30][N:31]=2)=[O:19])[CH:7]=1.Cl[C:37]1N=C(C2C=CC=CC=2)N=C(C(NC2C=CC=CC=2C2SC(CCC)=NN=2)=O)C=1, predict the reaction product. (8) Given the reactants C([O:8][C:9]1[CH:14]=[CH:13][CH:12]=[CH:11][C:10]=1[CH2:15][C:16]1[CH:21]=[CH:20][C:19]([CH:22]=[C:23]([F:25])[F:24])=[CH:18][CH:17]=1)C1C=CC=CC=1.B(Br)(Br)Br.C(Cl)Cl.CSC.B(F)(F)F.C(Cl)Cl.CSC.[OH-].[Na+].C(=O)([O-])O.[Na+], predict the reaction product. The product is: [F:24][C:23]([F:25])=[CH:22][C:19]1[CH:20]=[CH:21][C:16]([CH2:15][C:10]2[CH:11]=[CH:12][CH:13]=[CH:14][C:9]=2[OH:8])=[CH:17][CH:18]=1. (9) Given the reactants [CH3:1][O:2][C:3]1[CH:22]=[CH:21][C:6]([CH2:7][N:8]2[C:16]3[C:11](=[CH:12][CH:13]=[C:14]([C:17](Cl)=[O:18])[CH:15]=3)[C:10]([CH3:20])=[CH:9]2)=[CH:5][CH:4]=1.Cl.[CH3:24][NH:25][O:26][CH3:27].N1C=CC=CC=1, predict the reaction product. The product is: [CH3:27][O:26][N:25]([CH3:24])[C:17]([C:14]1[CH:15]=[C:16]2[C:11]([C:10]([CH3:20])=[CH:9][N:8]2[CH2:7][C:6]2[CH:21]=[CH:22][C:3]([O:2][CH3:1])=[CH:4][CH:5]=2)=[CH:12][CH:13]=1)=[O:18]. (10) The product is: [CH:88]1[N:90]=[C:91]2[N:81]([C@@H:79]3[O:80][C@H:76]([CH2:75][O:42][P:39]([O:38][P:36]([O:35][P:34]([OH:61])([OH:44])=[O:33])([OH:43])=[O:37])([OH:41])=[O:40])[C@@H:77]([OH:92])[CH2:78]3)[CH:82]=[N:83][C:84]2=[C:85]([NH2:87])[N:89]=1. Given the reactants CC(O)=O.C(N(CC(O)=O)CC(O)=O)CN(CC(O)=O)CC(O)=O.C(O)C(N)(CO)CO.[OH:33][P:34](=[O:61])([O:44]C[C@H]1O[C@@H](N2C=C(C)C(=O)NC2=O)C[C@@H]1O)[O:35][P:36](=[O:43])([O:38][P:39](=[O:42])([OH:41])[OH:40])[OH:37].P(O[CH2:75][C@H:76]1[O:80][C@@H:79]([N:81]2[C:91]3[N:90]=[C:88]([NH2:89])[NH:87][C:85](=O)[C:84]=3[N:83]=[CH:82]2)[CH2:78][C@@H:77]1[OH:92])(OP(OP(O)(O)=O)(O)=O)(=O)O.P(OC[C@H]1O[C@@H](N2C=CC(N)=NC2=O)C[C@@H]1O)(OP(OP(O)(O)=O)(O)=O)(=O)O, predict the reaction product.